Dataset: Forward reaction prediction with 1.9M reactions from USPTO patents (1976-2016). Task: Predict the product of the given reaction. (1) Given the reactants [CH3:1][O:2][C:3](=[O:32])[CH:4]([NH:19][C:20](=O)[C:21]1[CH:26]=[CH:25][C:24]([C:27]([F:30])([F:29])[F:28])=[CH:23][CH:22]=1)[C:5]([C:7]1[CH:12]=[CH:11][C:10]([C:13]2[CH:18]=[CH:17][CH:16]=[CH:15][CH:14]=2)=[CH:9][CH:8]=1)=O.COC1C=CC(P2(SP(C3C=CC(OC)=CC=3)(=S)S2)=[S:42])=CC=1, predict the reaction product. The product is: [CH3:1][O:2][C:3]([C:4]1[N:19]=[C:20]([C:21]2[CH:26]=[CH:25][C:24]([C:27]([F:30])([F:29])[F:28])=[CH:23][CH:22]=2)[S:42][C:5]=1[C:7]1[CH:12]=[CH:11][C:10]([C:13]2[CH:18]=[CH:17][CH:16]=[CH:15][CH:14]=2)=[CH:9][CH:8]=1)=[O:32]. (2) Given the reactants [CH2:1]([N:3]1[C:11]2[C:6](=[C:7]([O:12][CH2:13][CH3:14])[CH:8]=[CH:9][CH:10]=2)[CH:5]=[C:4]1[C:15]([OH:17])=O)[CH3:2].[C:18]([O:22][C:23]([N:25]1[CH2:29][CH2:28][C@H:27]([O:30][C:31]2[CH:36]=[CH:35][C:34]([NH2:37])=[CH:33][CH:32]=2)[CH2:26]1)=[O:24])([CH3:21])([CH3:20])[CH3:19], predict the reaction product. The product is: [C:18]([O:22][C:23]([N:25]1[CH2:29][CH2:28][C@H:27]([O:30][C:31]2[CH:36]=[CH:35][C:34]([NH:37][C:15]([C:4]3[N:3]([CH2:1][CH3:2])[C:11]4[C:6]([CH:5]=3)=[C:7]([O:12][CH2:13][CH3:14])[CH:8]=[CH:9][CH:10]=4)=[O:17])=[CH:33][CH:32]=2)[CH2:26]1)=[O:24])([CH3:21])([CH3:19])[CH3:20]. (3) The product is: [CH2:1]([C@@:5]1([C:21]([O:23][C:24]([CH3:25])([CH3:27])[CH3:26])=[O:22])[CH2:9][C@H:8]([C:10]2[CH:15]=[N:14][CH:13]=[CH:12][N:11]=2)[C@H:7]([C:16]2[S:17][CH:18]=[CH:19][N:20]=2)[N:6]1[C:33](=[O:34])[C:32]1[CH:36]=[CH:37][C:38]([C:39]([CH3:40])([CH3:41])[CH3:42])=[C:30]([O:29][CH3:28])[CH:31]=1)[CH:2]([CH3:4])[CH3:3]. Given the reactants [CH2:1]([C@@:5]1([C:21]([O:23][C:24]([CH3:27])([CH3:26])[CH3:25])=[O:22])[CH2:9][C@H:8]([C:10]2[CH:15]=[N:14][CH:13]=[CH:12][N:11]=2)[C@H:7]([C:16]2[S:17][CH:18]=[CH:19][N:20]=2)[NH:6]1)[CH:2]([CH3:4])[CH3:3].[CH3:28][O:29][C:30]1[CH:31]=[C:32]([CH:36]=[CH:37][C:38]=1[C:39]([CH3:42])([CH3:41])[CH3:40])[C:33](Cl)=[O:34].C(N(CC)CC)C, predict the reaction product. (4) Given the reactants [CH2:1]([O:3][C:4]1[CH:5]=[C:6]([CH:10]=[CH:11][C:12]=1[O:13][CH3:14])[C:7]([NH2:9])=[O:8])[CH3:2].[Cl:15][CH2:16][C:17](=O)[CH2:18]Cl, predict the reaction product. The product is: [Cl:15][CH2:16][C:17]1[N:9]=[C:7]([C:6]2[CH:10]=[CH:11][C:12]([O:13][CH3:14])=[C:4]([O:3][CH2:1][CH3:2])[CH:5]=2)[O:8][CH:18]=1. (5) Given the reactants [NH2:1][C:2]1[CH:3]=[C:4]([CH:10]=[CH:11][CH:12]=1)[C:5]([O:7][CH2:8][CH3:9])=[O:6].C(=O)([O-])O.[Na+].[CH3:18][S:19](Cl)(=[O:21])=[O:20].O, predict the reaction product. The product is: [CH3:18][S:19]([NH:1][C:2]1[CH:3]=[C:4]([CH:10]=[CH:11][CH:12]=1)[C:5]([O:7][CH2:8][CH3:9])=[O:6])(=[O:21])=[O:20].